From a dataset of Reaction yield outcomes from USPTO patents with 853,638 reactions. Predict the reaction yield, written as a fraction of the theoretical maximum amount of product (1.0 means a 100% yield; for example, 0.34 means a 34% yield). (1) The reactants are [NH2:1][C:2]1[N:7]=[CH:6][N:5]=[C:4]([CH2:8]O)[CH:3]=1.[C:10]1(=[O:20])[C:18]2[C:13](=[CH:14][CH:15]=[CH:16][CH:17]=2)[C:12](=[O:19])[NH:11]1.P(CCCC)(CCCC)CCCC.N(C(OC(C)C)=O)=NC(OC(C)C)=O. The catalyst is CN(C=O)C. The product is [NH2:1][C:2]1[N:7]=[CH:6][N:5]=[C:4]([CH2:8][N:11]2[C:12](=[O:19])[C:13]3[C:18](=[CH:17][CH:16]=[CH:15][CH:14]=3)[C:10]2=[O:20])[CH:3]=1. The yield is 0.300. (2) The reactants are [CH2:1]([O:3][C:4](=[O:33])[C:5]1[CH:10]=[CH:9][C:8]([N:11]2[CH:15]=[C:14]([C:16]3[CH:21]=[CH:20][C:19]([Cl:22])=[CH:18][C:17]=3[Cl:23])[N:13]=[C:12]2/[CH:24]=[CH:25]/[C:26]2[CH:31]=[CH:30][C:29](Br)=[CH:28][CH:27]=2)=[CH:7][CH:6]=1)[CH3:2].[CH3:34][S:35]([C:38]1[CH:39]=[C:40](B(O)O)[CH:41]=[CH:42][CH:43]=1)(=[O:37])=[O:36]. No catalyst specified. The product is [CH2:1]([O:3][C:4](=[O:33])[C:5]1[CH:10]=[CH:9][C:8]([N:11]2[CH:15]=[C:14]([C:16]3[CH:21]=[CH:20][C:19]([Cl:22])=[CH:18][C:17]=3[Cl:23])[N:13]=[C:12]2/[CH:24]=[CH:25]/[C:26]2[CH:31]=[CH:30][C:29]([C:42]3[CH:41]=[CH:40][CH:39]=[C:38]([S:35]([CH3:34])(=[O:37])=[O:36])[CH:43]=3)=[CH:28][CH:27]=2)=[CH:7][CH:6]=1)[CH3:2]. The yield is 0.730. (3) The reactants are CO[C:3](=[O:39])[NH:4][CH:5](C1C=CC=CC=1)[C:6](=[O:32])[N:7]1[CH2:11][CH2:10][CH2:9][CH:8]1[C:12]1[NH:13][C:14]([C:17]2[CH:22]=[CH:21][C:20](B3OC(C)(C)C(C)(C)O3)=[CH:19][CH:18]=2)=[CH:15][N:16]=1.[CH3:40][O:41][C:42](=[O:69])[NH:43][CH:44]([C:48]([N:50]1[CH2:54][CH2:53][CH2:52][CH:51]1[C:55]1[NH:56][C:57]([C:60]2[S:64][CH:63]3[CH:65]=[C:66](Br)[S:67][CH:62]3[CH:61]=2)=[CH:58][N:59]=1)=[O:49])[CH:45]([CH3:47])[CH3:46].[C:70]([O-:73])([O-])=O.[K+].[K+]. The catalyst is COCCOC.C1C=CC([P]([Pd]([P](C2C=CC=CC=2)(C2C=CC=CC=2)C2C=CC=CC=2)([P](C2C=CC=CC=2)(C2C=CC=CC=2)C2C=CC=CC=2)[P](C2C=CC=CC=2)(C2C=CC=CC=2)C2C=CC=CC=2)(C2C=CC=CC=2)C2C=CC=CC=2)=CC=1. The product is [CH3:40][O:41][C:42](=[O:69])[NH:43][CH:44]([C:48]([N:50]1[CH2:54][CH2:53][CH2:52][CH:51]1[C:55]1[NH:56][C:57]([C:60]2[S:64][CH:63]3[CH:65]=[C:66]([C:20]4[CH:21]=[CH:22][C:17]([C:14]5[NH:13][C:12]([CH:8]6[CH2:9][CH2:10][CH2:11][N:7]6[C:6](=[O:32])[CH:5]([NH:4][CH2:3][O:39][O:73][CH3:70])[C:17]6[CH:22]=[CH:21][CH:20]=[CH:19][CH:18]=6)=[N:16][CH:15]=5)=[CH:18][CH:19]=4)[S:67][CH:62]3[CH:61]=2)=[CH:58][N:59]=1)=[O:49])[CH:45]([CH3:47])[CH3:46]. The yield is 0.460. (4) The reactants are [NH:1]1[C:9]2[C:4](=[CH:5][CH:6]=[CH:7][CH:8]=2)[CH2:3][CH2:2]1.[Br-:10].[Br-:11].[Br-].[NH+]1C=CC=CC=1.[NH+]1C=CC=CC=1.[NH+]1C=CC=CC=1. The catalyst is ClCCl. The product is [Br:10][C:6]1[CH:5]=[C:4]2[C:9](=[C:8]([Br:11])[CH:7]=1)[NH:1][CH2:2][CH2:3]2. The yield is 0.840.